From a dataset of NCI-60 drug combinations with 297,098 pairs across 59 cell lines. Regression. Given two drug SMILES strings and cell line genomic features, predict the synergy score measuring deviation from expected non-interaction effect. Drug 1: CC1CCC2CC(C(=CC=CC=CC(CC(C(=O)C(C(C(=CC(C(=O)CC(OC(=O)C3CCCCN3C(=O)C(=O)C1(O2)O)C(C)CC4CCC(C(C4)OC)OCCO)C)C)O)OC)C)C)C)OC. Drug 2: C1C(C(OC1N2C=NC3=C2NC=NCC3O)CO)O. Cell line: SNB-75. Synergy scores: CSS=13.1, Synergy_ZIP=-6.19, Synergy_Bliss=-0.856, Synergy_Loewe=-25.3, Synergy_HSA=0.508.